This data is from Forward reaction prediction with 1.9M reactions from USPTO patents (1976-2016). The task is: Predict the product of the given reaction. (1) Given the reactants [CH3:1][C:2]1[NH:3][C:4]2[C:9]([CH:10]=1)=[CH:8][C:7]([N+:11]([O-:13])=[O:12])=[CH:6][CH:5]=2.[H-].[Na+].I[CH3:17].[Cl-].[NH4+], predict the reaction product. The product is: [CH3:17][N:3]1[C:4]2[C:9](=[CH:8][C:7]([N+:11]([O-:13])=[O:12])=[CH:6][CH:5]=2)[CH:10]=[C:2]1[CH3:1]. (2) Given the reactants [Cl:1][C:2]1[C:3](=[O:16])[N:4]([C:9]2[CH:13]=[C:12]([I:14])[N:11]([CH3:15])[N:10]=2)[C:5](=[O:8])[C:6]=1[CH3:7].[BH4-].[Na+].O.C(OCC)(=O)C, predict the reaction product. The product is: [Cl:1][C:2]1[CH:3]([OH:16])[N:4]([C:9]2[CH:13]=[C:12]([I:14])[N:11]([CH3:15])[N:10]=2)[C:5](=[O:8])[C:6]=1[CH3:7].[Cl:1][C:2]1[C:3](=[O:16])[N:4]([C:9]2[CH:13]=[C:12]([I:14])[N:11]([CH3:15])[N:10]=2)[CH:5]([OH:8])[C:6]=1[CH3:7]. (3) Given the reactants [NH:1]1[C:9]2[C:4](=[CH:5][CH:6]=[CH:7][CH:8]=2)[C:3]([C:10](=[CH:13][C:14]2[CH:19]=[CH:18][CH:17]=[CH:16][CH:15]=2)[C:11]#[N:12])=[CH:2]1.N#N, predict the reaction product. The product is: [CH2:13]([CH:10]([C:3]1[C:4]2[C:9](=[CH:8][CH:7]=[CH:6][CH:5]=2)[NH:1][CH:2]=1)[CH2:11][NH2:12])[C:14]1[CH:19]=[CH:18][CH:17]=[CH:16][CH:15]=1. (4) Given the reactants [Br:1][C:2]1[CH:10]=[CH:9][C:5]([C:6]([OH:8])=O)=[CH:4][C:3]=1[O:11][CH3:12].C[N:14]([CH:16]=O)C.[C:18](Cl)(=[O:22])[C:19](Cl)=O.[CH2:24](Cl)Cl, predict the reaction product. The product is: [Br:1][C:2]1[CH:10]=[CH:9][C:5]([C:6]([NH:14][CH2:16][CH2:24][O:22][CH2:18][CH3:19])=[O:8])=[CH:4][C:3]=1[O:11][CH3:12].